From a dataset of Catalyst prediction with 721,799 reactions and 888 catalyst types from USPTO. Predict which catalyst facilitates the given reaction. (1) Reactant: [CH3:1][NH+:2]([CH2:9][CH2:10][CH2:11][CH2:12][CH2:13][CH2:14][CH2:15][CH2:16][CH2:17][CH2:18][CH2:19][CH3:20])[CH2:3][CH2:4][S:5]([O-:8])(=[O:7])=[O:6].CI.[C:23](=O)([O-])[O-].[K+].[K+]. Product: [CH3:1][N+:2]([CH2:9][CH2:10][CH2:11][CH2:12][CH2:13][CH2:14][CH2:15][CH2:16][CH2:17][CH2:18][CH2:19][CH3:20])([CH2:3][CH2:4][S:5]([O-:8])(=[O:7])=[O:6])[CH3:23]. The catalyst class is: 21. (2) Reactant: [NH2:1][C:2]1[CH:17]=[CH:16][CH:15]=[C:14]([CH3:18])[C:3]=1[C:4]([NH:6][C:7]1[CH:12]=[CH:11][CH:10]=[CH:9][C:8]=1[Cl:13])=[O:5].[Cl:19][CH2:20][C:21](Cl)=O. Product: [Cl:19][CH2:20][C:21]1[N:6]([C:7]2[CH:12]=[CH:11][CH:10]=[CH:9][C:8]=2[Cl:13])[C:4](=[O:5])[C:3]2[C:2](=[CH:17][CH:16]=[CH:15][C:14]=2[CH3:18])[N:1]=1. The catalyst class is: 15. (3) Reactant: [N+:1]([C:4]1[CH:9]=[CH:8][C:7]([NH:10][C:11]2[N:19]([CH2:20][C:21](OCC)=[O:22])[C:14]3=[N:15][CH:16]=[CH:17][CH:18]=[C:13]3[N:12]=2)=[CH:6][CH:5]=1)([O-:3])=[O:2].[BH4-].[Li+]. Product: [N+:1]([C:4]1[CH:9]=[CH:8][C:7]([NH:10][C:11]2[N:19]([CH2:20][CH2:21][OH:22])[C:14]3=[N:15][CH:16]=[CH:17][CH:18]=[C:13]3[N:12]=2)=[CH:6][CH:5]=1)([O-:3])=[O:2]. The catalyst class is: 1. (4) Reactant: [Cl:1][C:2]1[CH:7]=[CH:6][C:5]([C:8]2[C:9]([O:24][CH2:25][CH2:26][O:27][CH3:28])=[N:10][CH:11]=[C:12]([CH:23]=2)[C:13]([NH:15][C@@H:16]2[CH2:21][CH2:20][CH2:19][CH2:18][C@H:17]2[OH:22])=[O:14])=[CH:4][CH:3]=1.[H-].[Na+].[CH3:31]I. Product: [Cl:1][C:2]1[CH:3]=[CH:4][C:5]([C:8]2[C:9]([O:24][CH2:25][CH2:26][O:27][CH3:28])=[N:10][CH:11]=[C:12]([CH:23]=2)[C:13]([NH:15][C@@H:16]2[CH2:21][CH2:20][CH2:19][CH2:18][C@H:17]2[O:22][CH3:31])=[O:14])=[CH:6][CH:7]=1. The catalyst class is: 1. (5) Reactant: Cl[C:2]1[C:12]2[CH2:11][CH2:10][C@H:9]([NH:13][C:14](=[O:16])[CH3:15])[CH2:8][C:7](=[O:17])[C:6]=2[C:5]([O:18][CH3:19])=[C:4]([N+:20]([O-])=O)[CH:3]=1.[H][H]. Product: [NH2:20][C:4]1[CH:3]=[CH:2][C:12]2[CH2:11][CH2:10][C@H:9]([NH:13][C:14](=[O:16])[CH3:15])[CH2:8][C:7](=[O:17])[C:6]=2[C:5]=1[O:18][CH3:19]. The catalyst class is: 563. (6) Reactant: [CH2:1]([O:3][C:4]([C:6]1[CH:7]=[C:8]2[C:12](=[C:13]([NH2:15])[CH:14]=1)[NH:11][CH:10]=[C:9]2[CH2:16][CH3:17])=[O:5])[CH3:2].CCN(CC)CC.[Cl:25][CH2:26][CH2:27][C:28](Cl)=[O:29]. Product: [CH2:1]([O:3][C:4]([C:6]1[CH:7]=[C:8]2[C:12](=[C:13]([NH:15][C:28](=[O:29])[CH2:27][CH2:26][Cl:25])[CH:14]=1)[NH:11][CH:10]=[C:9]2[CH2:16][CH3:17])=[O:5])[CH3:2]. The catalyst class is: 91. (7) Reactant: C([N-]C(C)C)(C)C.[Li+].[Li]CCCC.C(NC(C)C)(C)C.[CH3:21][S:22]([C:25]1[CH:30]=[CH:29][C:28]([C:31](=[N:39][OH:40])[CH2:32][C:33]2[CH:38]=[CH:37][CH:36]=[CH:35][CH:34]=2)=[CH:27][CH:26]=1)(=[O:24])=[O:23].[Br:41][C:42]([F:49])([F:48])[C:43](OCC)=O. Product: [Br:41][C:42]([F:49])([F:48])[C:43]1[O:40][N:39]=[C:31]([C:28]2[CH:27]=[CH:26][C:25]([S:22]([CH3:21])(=[O:24])=[O:23])=[CH:30][CH:29]=2)[C:32]=1[C:33]1[CH:34]=[CH:35][CH:36]=[CH:37][CH:38]=1. The catalyst class is: 295.